This data is from Forward reaction prediction with 1.9M reactions from USPTO patents (1976-2016). The task is: Predict the product of the given reaction. (1) Given the reactants [CH3:1][O:2][C:3]1[CH:36]=[CH:35][C:6]([CH2:7][N:8]2[C:12]3=[N:13][CH:14]=[CH:15][C:16]([O:17][C:18]4[CH:23]=[C:22]([Cl:24])[C:21]([NH2:25])=[CH:20][C:19]=4[F:26])=[C:11]3[C:10]([NH:27][CH:28]3[CH2:33][CH2:32][N:31]([CH3:34])[CH2:30][CH2:29]3)=[N:9]2)=[CH:5][CH:4]=1.[F:37][C:38]1[CH:43]=[CH:42][C:41]([N:44]2[C:49](=[O:50])[C:48]([C:51](O)=[O:52])=[CH:47][CH:46]=[N:45]2)=[CH:40][CH:39]=1.C(N(CC)CC)C.CCN=C=NCCCN(C)C.C1C=CC2N(O)N=NC=2C=1, predict the reaction product. The product is: [CH3:1][O:2][C:3]1[CH:4]=[CH:5][C:6]([CH2:7][N:8]2[C:12]3=[N:13][CH:14]=[CH:15][C:16]([O:17][C:18]4[C:19]([F:26])=[CH:20][C:21]([NH:25][C:51]([C:48]5[C:49](=[O:50])[N:44]([C:41]6[CH:42]=[CH:43][C:38]([F:37])=[CH:39][CH:40]=6)[N:45]=[CH:46][CH:47]=5)=[O:52])=[C:22]([Cl:24])[CH:23]=4)=[C:11]3[C:10]([NH:27][CH:28]3[CH2:33][CH2:32][N:31]([CH3:34])[CH2:30][CH2:29]3)=[N:9]2)=[CH:35][CH:36]=1. (2) Given the reactants Cl[C:2]1[C:7]([O:8][C:9]2[CH:14]=[CH:13][CH:12]=[CH:11][C:10]=2[O:15][CH3:16])=[C:6]([Cl:17])[N:5]=[C:4]([S:18][CH3:19])[N:3]=1.[K].[CH2:21]([NH:28][S:29](=[O:32])(=[O:31])[NH2:30])[C:22]1[CH:27]=[CH:26][CH:25]=[CH:24][CH:23]=1.C(O)(=O)CC(CC(O)=O)(C(O)=O)O, predict the reaction product. The product is: [Cl:17][C:6]1[N:5]=[C:4]([S:18][CH3:19])[N:3]=[C:2]([NH:30][S:29](=[O:31])(=[O:32])[NH:28][CH2:21][C:22]2[CH:27]=[CH:26][CH:25]=[CH:24][CH:23]=2)[C:7]=1[O:8][C:9]1[CH:14]=[CH:13][CH:12]=[CH:11][C:10]=1[O:15][CH3:16]. (3) Given the reactants C(=O)([O-])[O-].[Na+].[Na+].Cl[CH2:8][C:9]1[CH:14]=[CH:13][CH:12]=[CH:11][C:10]=1[O:15][CH3:16].[C:17]1([N:23]2[C:27]([SH:28])=[N:26][N:25]=[N:24]2)[CH:22]=[CH:21][CH:20]=[CH:19][CH:18]=1, predict the reaction product. The product is: [CH3:16][O:15][C:10]1[CH:11]=[CH:12][CH:13]=[CH:14][C:9]=1[CH2:8][S:28][C:27]1[N:23]([C:17]2[CH:22]=[CH:21][CH:20]=[CH:19][CH:18]=2)[N:24]=[N:25][N:26]=1.